Dataset: Reaction yield outcomes from USPTO patents with 853,638 reactions. Task: Predict the reaction yield, written as a fraction of the theoretical maximum amount of product (1.0 means a 100% yield; for example, 0.34 means a 34% yield). (1) The reactants are [CH3:1][C:2]1[N:3]=[CH:4][C:5]2[C:10]([CH:11]=1)=[CH:9][CH:8]=[CH:7][CH:6]=2.[N+:12]([O-])([O-:14])=[O:13].[K+].[OH-].[Na+]. The catalyst is S(=O)(=O)(O)O. The product is [CH3:1][C:2]1[N:3]=[CH:4][C:5]2[C:10]([CH:11]=1)=[C:9]([N+:12]([O-:14])=[O:13])[CH:8]=[CH:7][CH:6]=2. The yield is 0.420. (2) The reactants are [C:1]([O:5][C:6]([N:8]([C:35]([O:37][C:38]([CH3:41])([CH3:40])[CH3:39])=[O:36])[C:9]1[CH:10]=[N:11][CH:12]=[CH:13][C:14]=1[N:15]1[CH2:20][C@@H:19]([CH3:21])[C@@H:18](CS([O-])(=O)=O)[C@@H:17]([NH:27][C:28]([O:30][C:31]([CH3:34])([CH3:33])[CH3:32])=[O:29])[CH2:16]1)=[O:7])([CH3:4])([CH3:3])[CH3:2].[N-:42]=[N+:43]=[N-:44].[Na+]. The catalyst is CN(C=O)C. The product is [N:42]([C@H:18]1[C@@H:19]([CH3:21])[CH2:20][N:15]([C:14]2[CH:13]=[CH:12][N:11]=[CH:10][C:9]=2[N:8]([C:35]([O:37][C:38]([CH3:40])([CH3:39])[CH3:41])=[O:36])[C:6](=[O:7])[O:5][C:1]([CH3:3])([CH3:4])[CH3:2])[CH2:16][C@H:17]1[NH:27][C:28]([O:30][C:31]([CH3:32])([CH3:34])[CH3:33])=[O:29])=[N+:43]=[N-:44]. The yield is 0.600. (3) No catalyst specified. The product is [C:42]([C@H:39]1[CH2:40][CH2:41][C@H:36]([NH:35][C:24]([C@@H:14]2[NH:13][C:12]3([CH2:27][CH2:28][C:29]([CH3:32])([CH3:33])[CH2:30][CH2:31]3)[C@:6]3([C:5]4[C:9](=[CH:10][C:2]([Cl:1])=[CH:3][CH:4]=4)[NH:8][C:7]3=[O:11])[C@H:15]2[C:16]2[CH:21]=[CH:20][N:19]=[C:18]([Cl:22])[C:17]=2[F:23])=[O:26])[CH2:37][CH2:38]1)(=[O:43])[NH2:44]. The reactants are [Cl:1][C:2]1[CH:10]=[C:9]2[C:5]([C:6]3([C@@H:15]([C:16]4[CH:21]=[CH:20][N:19]=[C:18]([Cl:22])[C:17]=4[F:23])[C@H:14]([C:24]([OH:26])=O)[NH:13][C:12]43[CH2:31][CH2:30][C:29]([CH3:33])([CH3:32])[CH2:28][CH2:27]4)[C:7](=[O:11])[NH:8]2)=[CH:4][CH:3]=1.Cl.[NH2:35][C@H:36]1[CH2:41][CH2:40][C@H:39]([C:42]([NH2:44])=[O:43])[CH2:38][CH2:37]1. The yield is 0.210. (4) The reactants are Br[C:2]1[CH:3]=[CH:4][C:5]([F:20])=[C:6]([C:8]2[CH:13]=[CH:12][C:11]([S:14]([CH2:17][CH3:18])(=[O:16])=[O:15])=[CH:10][C:9]=2[F:19])[CH:7]=1.[B:21]1([B:21]2[O:25][C:24]([CH3:27])([CH3:26])[C:23]([CH3:29])([CH3:28])[O:22]2)[O:25][C:24]([CH3:27])([CH3:26])[C:23]([CH3:29])([CH3:28])[O:22]1. No catalyst specified. The product is [CH2:17]([S:14]([C:11]1[CH:12]=[CH:13][C:8]([C:6]2[C:5]([F:20])=[CH:4][CH:3]=[C:2]([B:21]3[O:25][C:24]([CH3:27])([CH3:26])[C:23]([CH3:29])([CH3:28])[O:22]3)[CH:7]=2)=[C:9]([F:19])[CH:10]=1)(=[O:16])=[O:15])[CH3:18]. The yield is 0.620. (5) The product is [CH2:3]([NH:10][C:11](=[O:38])[N:12]([C:14]1[CH:15]=[C:16]([C:20]2[CH:25]=[CH:24][C:23]([CH2:26][CH2:27][C:28]([OH:30])=[O:29])=[CH:22][C:21]=2[O:32][CH2:33][CH2:34][CH:35]([CH3:37])[CH3:36])[CH:17]=[CH:18][CH:19]=1)[CH3:13])[CH2:4][CH2:5][CH2:6][CH2:7][CH2:8][CH3:9]. The catalyst is CO. The reactants are [OH-].[Na+].[CH2:3]([NH:10][C:11](=[O:38])[N:12]([C:14]1[CH:15]=[C:16]([C:20]2[CH:25]=[CH:24][C:23]([CH2:26][CH2:27][C:28]([O:30]C)=[O:29])=[CH:22][C:21]=2[O:32][CH2:33][CH2:34][CH:35]([CH3:37])[CH3:36])[CH:17]=[CH:18][CH:19]=1)[CH3:13])[CH2:4][CH2:5][CH2:6][CH2:7][CH2:8][CH3:9]. The yield is 0.840. (6) The reactants are [Br:1][C:2]1[CH:7]=[CH:6][C:5]([NH:8][C:9]2[N:14]3[CH:15]=[N:16][CH:17]=[C:13]3[CH:12]=[CH:11][C:10]=2[C:18]([OH:20])=O)=[C:4]([F:21])[CH:3]=1.C1C=CC2N(O)N=NC=2C=1.CCN=C=NCCCN(C)C.Cl.[NH2:44][O:45][CH2:46][C@@H:47]([OH:49])[CH3:48].CCN(C(C)C)C(C)C. The catalyst is O1CCOCC1.C(OCC)(=O)C. The product is [OH:49][C@@H:47]([CH3:48])[CH2:46][O:45][NH:44][C:18]([C:10]1[CH:11]=[CH:12][C:13]2[N:14]([CH:15]=[N:16][CH:17]=2)[C:9]=1[NH:8][C:5]1[CH:6]=[CH:7][C:2]([Br:1])=[CH:3][C:4]=1[F:21])=[O:20]. The yield is 0.250. (7) The reactants are [NH2:1][C:2]1[NH:7][C:6](=[O:8])[C:5]2=[CH:9][N:10]=[C:11]([C@H:12]3[CH2:17][CH2:16][C@H:15]([C:18]([O:20][CH3:21])=[O:19])[CH2:14][CH2:13]3)[N:4]2[N:3]=1.[I:22]N1C(=O)CCC1=O. The catalyst is CN(C=O)C. The product is [NH2:1][C:2]1[NH:7][C:6](=[O:8])[C:5]2=[C:9]([I:22])[N:10]=[C:11]([C@H:12]3[CH2:13][CH2:14][C@H:15]([C:18]([O:20][CH3:21])=[O:19])[CH2:16][CH2:17]3)[N:4]2[N:3]=1. The yield is 0.799.